This data is from Full USPTO retrosynthesis dataset with 1.9M reactions from patents (1976-2016). The task is: Predict the reactants needed to synthesize the given product. (1) Given the product [O:7]=[C:2]1[CH2:3][O:4][CH2:5][CH2:6][N:1]1[C:10]([O:12][C:13]([CH3:16])([CH3:15])[CH3:14])=[O:9], predict the reactants needed to synthesize it. The reactants are: [NH:1]1[CH2:6][CH2:5][O:4][CH2:3][C:2]1=[O:7].C(=O)(OC(C)(C)C)[O:9][C:10]([O:12][C:13]([CH3:16])([CH3:15])[CH3:14])=O.N1C=CN=C1.C(OCC)(=O)C. (2) Given the product [NH2:8][C@H:13]1[CH2:20][C@@:19]2([C:21]([O:23][CH3:24])=[O:22])[C@H:15]([CH2:16][CH2:17][CH2:18]2)[CH2:14]1, predict the reactants needed to synthesize it. The reactants are: Cl.NO.[OH-].[Na+].CC1[N:8]([C@H:13]2[CH2:20][C@@:19]3([C:21]([O:23][CH3:24])=[O:22])[C@H:15]([CH2:16][CH2:17][CH2:18]3)[CH2:14]2)C(C)=CC=1. (3) Given the product [CH3:2][CH2:1][N:3]([CH2:4][CH2:5][NH:6][C:7]([C:9]1[C:13]([CH3:14])=[C:12](/[CH:15]=[C:24]2/[C:23]3[CH:22]=[C:21]([F:20])[CH:29]=[CH:28][C:27]=3[NH:26][C:25]/2=[O:30])[NH:11][C:10]=1[CH3:17])=[O:8])[CH2:18][CH3:19], predict the reactants needed to synthesize it. The reactants are: [CH2:1]([N:3]([CH2:18][CH3:19])[CH2:4][CH2:5][NH:6][C:7]([C:9]1[C:13]([CH3:14])=[C:12]([CH:15]=O)[NH:11][C:10]=1[CH3:17])=[O:8])[CH3:2].[F:20][C:21]1[CH:22]=[C:23]2[C:27](=[CH:28][CH:29]=1)[NH:26][C:25](=[O:30])[CH2:24]2.C1CCCCCC1.N1CCCC1. (4) The reactants are: [CH3:1][C:2]1[C:15]2[NH:14][C:13]3[C:8](=[CH:9][CH:10]=[CH:11][CH:12]=3)[S:7][C:6]=2[CH:5]=[CH:4][C:3]=1[CH3:16].[H-].[Na+].[Cl:19][CH2:20][CH2:21][CH2:22]I.O. Given the product [CH3:1][C:2]1[C:15]2[N:14]([CH2:22][CH2:21][CH2:20][Cl:19])[C:13]3[C:8](=[CH:9][CH:10]=[CH:11][CH:12]=3)[S:7][C:6]=2[CH:5]=[CH:4][C:3]=1[CH3:16], predict the reactants needed to synthesize it. (5) Given the product [NH2:1][C:2]1[N:6]([CH3:7])[C:5](=[O:8])[C:4]([C:19]2[CH:24]=[CH:23][CH:22]=[C:21]([OH:25])[CH:20]=2)([C:9]2[CH:10]=[N:11][N:12]([CH2:14][C:15]([F:18])([F:17])[F:16])[CH:13]=2)[N:3]=1, predict the reactants needed to synthesize it. The reactants are: [NH2:1][C:2]1[N:6]([CH3:7])[C:5](=[O:8])[C:4]([C:19]2[CH:24]=[CH:23][CH:22]=[C:21]([O:25]CC3C=CC=CC=3)[CH:20]=2)([C:9]2[CH:10]=[N:11][N:12]([CH2:14][C:15]([F:18])([F:17])[F:16])[CH:13]=2)[N:3]=1. (6) Given the product [CH3:16][O:17][C:18]1[CH:23]=[CH:22][CH:21]=[CH:20][C:19]=1[CH:24]1[CH2:29][CH2:28][N:27]([C:13]([C:9]2[CH:10]=[N:11][O:12][C:8]=2[C:5]2[CH:6]=[CH:7][C:2]([CH3:1])=[CH:3][CH:4]=2)=[O:14])[CH2:26][CH2:25]1, predict the reactants needed to synthesize it. The reactants are: [CH3:1][C:2]1[CH:7]=[CH:6][C:5]([C:8]2[O:12][N:11]=[CH:10][C:9]=2[C:13](Cl)=[O:14])=[CH:4][CH:3]=1.[CH3:16][O:17][C:18]1[CH:23]=[CH:22][CH:21]=[CH:20][C:19]=1[CH:24]1[CH2:29][CH2:28][NH:27][CH2:26][CH2:25]1. (7) Given the product [CH3:1][O:2][C:3]1[CH:4]=[CH:5][C:6]([CH2:9][C@@H:10]([CH3:19])[NH:11][CH2:12][C:13]2[CH:18]=[CH:17][CH:16]=[CH:15][CH:14]=2)=[CH:7][CH:8]=1, predict the reactants needed to synthesize it. The reactants are: [CH3:1][O:2][C:3]1[CH:8]=[CH:7][C:6]([CH2:9][CH:10]([CH3:19])[NH:11][CH2:12][C:13]2[CH:18]=[CH:17][CH:16]=[CH:15][CH:14]=2)=[CH:5][CH:4]=1.C1C=CC([C@@H](O)C(O)=O)=CC=1.